From a dataset of Forward reaction prediction with 1.9M reactions from USPTO patents (1976-2016). Predict the product of the given reaction. (1) Given the reactants [F:1][C:2]1[CH:7]=[CH:6][CH:5]=[CH:4][C:3]=1[N:8]1[CH2:12][C@@H:11]2[C@@H:13]([NH:16][C:17](=[O:32])[C@@H:18]([N:23](C)[C:24](=O)OC(C)(C)C)[CH2:19][CH:20]([CH3:22])[CH3:21])[CH2:14][CH2:15][C@@H:10]2[CH2:9]1.O1CCOCC1, predict the reaction product. The product is: [F:1][C:2]1[CH:7]=[CH:6][CH:5]=[CH:4][C:3]=1[N:8]1[CH2:12][C@@H:11]2[C@@H:13]([NH:16][C:17](=[O:32])[C@H:18]([CH2:19][CH:20]([CH3:21])[CH3:22])[NH:23][CH3:24])[CH2:14][CH2:15][C@@H:10]2[CH2:9]1. (2) Given the reactants [NH2:1][CH:2]([CH:5]([NH2:8])[CH2:6][OH:7])[CH2:3][OH:4].[OH-].[K+].[CH3:11][C:12](=O)[C:13](=O)[CH3:14].O=O.Cl, predict the reaction product. The product is: [CH3:11][C:12]1[C:13]([CH3:14])=[N:8][C:5]([CH2:6][OH:7])=[C:2]([CH2:3][OH:4])[N:1]=1. (3) Given the reactants C([O:4][C:5]1[C:10](=[O:11])[N:9]([CH:12]([CH3:14])[CH3:13])[C:8](=[O:15])[N:7]2[CH:16]([CH2:29][CH2:30][N:31]([C:33](=[O:35])[CH3:34])[CH3:32])[CH2:17][N:18]([CH2:21][C:22]3[CH:27]=[CH:26][C:25]([F:28])=[CH:24][CH:23]=3)[C:19](=[O:20])[C:6]=12)(=O)C.C(=O)([O-])[O-].[K+].[K+], predict the reaction product. The product is: [F:28][C:25]1[CH:24]=[CH:23][C:22]([CH2:21][N:18]2[CH2:17][CH:16]([CH2:29][CH2:30][N:31]([CH3:32])[C:33](=[O:35])[CH3:34])[N:7]3[C:8](=[O:15])[N:9]([CH:12]([CH3:14])[CH3:13])[C:10](=[O:11])[C:5]([OH:4])=[C:6]3[C:19]2=[O:20])=[CH:27][CH:26]=1. (4) Given the reactants CC1C=CC(S(O[CH2:12][CH2:13][CH2:14][CH2:15][C:16]2[C:24]3[C:19](=[CH:20][CH:21]=[C:22]([F:25])[CH:23]=3)[NH:18][CH:17]=2)(=O)=O)=CC=1.[CH3:26][C:27]1[N:28]=[C:29]([N:35]2[CH2:40][CH2:39][NH:38][CH2:37][CH2:36]2)[S:30][C:31]=1[C:32]([NH2:34])=[O:33].C(=O)([O-])[O-].[K+].[K+].[I-].[K+], predict the reaction product. The product is: [F:25][C:22]1[CH:23]=[C:24]2[C:19](=[CH:20][CH:21]=1)[NH:18][CH:17]=[C:16]2[CH2:15][CH2:14][CH2:13][CH2:12][N:38]1[CH2:39][CH2:40][N:35]([C:29]2[S:30][C:31]([C:32]([NH2:34])=[O:33])=[C:27]([CH3:26])[N:28]=2)[CH2:36][CH2:37]1. (5) Given the reactants [Cl-].[Al+3].[Cl-].[Cl-].CSC.[CH:8]1([N:11]2[C:20]3[C:15](=[CH:16][C:17]([F:30])=[C:18]([CH2:21][C:22]4[S:23][CH:24]=[C:25]([CH:27]([CH3:29])[CH3:28])[N:26]=4)[CH:19]=3)[C:14](=[O:31])[C:13]([C:32]([O:34]CC)=[O:33])=[C:12]2[N:37]2[CH2:42][CH2:41][O:40][CH2:39][CH2:38]2)[CH2:10][CH2:9]1, predict the reaction product. The product is: [CH:8]1([N:11]2[C:20]3[C:15](=[CH:16][C:17]([F:30])=[C:18]([CH2:21][C:22]4[S:23][CH:24]=[C:25]([CH:27]([CH3:29])[CH3:28])[N:26]=4)[CH:19]=3)[C:14](=[O:31])[C:13]([C:32]([OH:34])=[O:33])=[C:12]2[N:37]2[CH2:42][CH2:41][O:40][CH2:39][CH2:38]2)[CH2:9][CH2:10]1. (6) Given the reactants [CH2:1]([NH:3][C:4]([NH:6][C:7]1[CH:12]=[CH:11][C:10]([C:13]2[N:14]=[C:15]([N:23]3[CH2:28][CH2:27][O:26][CH2:25][CH2:24]3)[C:16]3[CH2:22][CH2:21][NH:20][CH2:19][C:17]=3[N:18]=2)=[CH:9][CH:8]=1)=[O:5])[CH3:2].[CH2:29]([N:31]=[C:32]=[O:33])[CH3:30], predict the reaction product. The product is: [CH2:29]([NH:31][C:32]([N:20]1[CH2:21][CH2:22][C:16]2[C:15]([N:23]3[CH2:24][CH2:25][O:26][CH2:27][CH2:28]3)=[N:14][C:13]([C:10]3[CH:9]=[CH:8][C:7]([NH:6][C:4]([NH:3][CH2:1][CH3:2])=[O:5])=[CH:12][CH:11]=3)=[N:18][C:17]=2[CH2:19]1)=[O:33])[CH3:30]. (7) Given the reactants [OH:1][C@@H:2]1[CH2:6][CH2:5][C@:4]([C:11]2[CH:16]=[CH:15][CH:14]=[CH:13][CH:12]=2)([C:7]([O:9][CH3:10])=[O:8])[CH2:3]1.CC(OI1(OC(C)=O)(OC(C)=O)OC(=O)C2C=CC=CC1=2)=O, predict the reaction product. The product is: [O:1]=[C:2]1[CH2:6][CH2:5][C@:4]([C:11]2[CH:12]=[CH:13][CH:14]=[CH:15][CH:16]=2)([C:7]([O:9][CH3:10])=[O:8])[CH2:3]1. (8) Given the reactants [Cl:1][C:2]1[CH:7]=[CH:6][CH:5]=[CH:4][C:3]=1[CH2:8][C:9]#[N:10].[N+:11]([O-])([OH:13])=[O:12], predict the reaction product. The product is: [Cl:1][C:2]1[CH:7]=[CH:6][C:5]([N+:11]([O-:13])=[O:12])=[CH:4][C:3]=1[CH2:8][C:9]#[N:10].